Dataset: Full USPTO retrosynthesis dataset with 1.9M reactions from patents (1976-2016). Task: Predict the reactants needed to synthesize the given product. Given the product [C:1]([O:5][C:6]([N:8]1[CH2:13][CH2:12][C:11](=[CH:14][CH:15]=[O:16])[CH2:10][CH2:9]1)=[O:7])([CH3:4])([CH3:3])[CH3:2], predict the reactants needed to synthesize it. The reactants are: [C:1]([O:5][C:6]([N:8]1[CH2:13][CH2:12][C:11](=[CH:14][CH2:15][OH:16])[CH2:10][CH2:9]1)=[O:7])([CH3:4])([CH3:3])[CH3:2].C(Cl)(Cl)Cl.